Dataset: Reaction yield outcomes from USPTO patents with 853,638 reactions. Task: Predict the reaction yield, written as a fraction of the theoretical maximum amount of product (1.0 means a 100% yield; for example, 0.34 means a 34% yield). (1) The reactants are [C:1]([O:5][C:6]1[C:7]([CH:12]=O)=[N:8][CH:9]=[CH:10][N:11]=1)([CH3:4])([CH3:3])[CH3:2].[F:14][C:15]1[CH:20]=[CH:19][CH:18]=[CH:17][C:16]=1[S:21]([CH2:23][CH:24]1[CH2:29][CH2:28][NH:27][CH2:26][CH2:25]1)=[O:22].C(O[BH-](OC(=O)C)OC(=O)C)(=O)C.[Na+].[OH-].[Na+]. The product is [C:1]([O:5][C:6]1[C:7]([CH2:12][N:27]2[CH2:28][CH2:29][CH:24]([CH2:23][S:21]([C:16]3[CH:17]=[CH:18][CH:19]=[CH:20][C:15]=3[F:14])=[O:22])[CH2:25][CH2:26]2)=[N:8][CH:9]=[CH:10][N:11]=1)([CH3:4])([CH3:3])[CH3:2]. The catalyst is ClCCl.C(OCC)(=O)C. The yield is 0.520. (2) The product is [SH:9][CH:10]([CH2:34][C:35]1[CH:36]=[CH:37][CH:38]=[CH:39][CH:40]=1)[C:11]([NH:13][CH:14]1[C:20](=[O:21])[N:19]([CH:22]([CH2:26][CH:27]([CH3:29])[CH3:28])[C:23]([OH:25])=[O:24])[CH2:18][C:17]2[CH:30]=[CH:31][CH:32]=[CH:33][C:16]=2[CH2:15]1)=[O:12]. The reactants are C([S:9][CH:10]([CH2:34][C:35]1[CH:40]=[CH:39][CH:38]=[CH:37][CH:36]=1)[C:11]([NH:13][CH:14]1[C:20](=[O:21])[N:19]([CH:22]([CH2:26][CH:27]([CH3:29])[CH3:28])[C:23]([OH:25])=[O:24])[CH2:18][C:17]2[CH:30]=[CH:31][CH:32]=[CH:33][C:16]=2[CH2:15]1)=[O:12])(=O)C1C=CC=CC=1.Cl. The catalyst is CO. The yield is 0.808.